Predict the product of the given reaction. From a dataset of Forward reaction prediction with 1.9M reactions from USPTO patents (1976-2016). (1) Given the reactants Cl.[F:2][C@H:3]1[C@H:7]([CH3:8])[NH:6][C@H:5]([C:9]([NH:11][CH2:12][C:13]2[C:18]([C:19]([F:22])([F:21])[F:20])=[CH:17][N:16]=[C:15]([C:23]3[CH:24]=[N:25][C:26]([C:29]([F:32])([F:31])[F:30])=[N:27][CH:28]=3)[CH:14]=2)=[O:10])[CH2:4]1.[F:33][C:34]1[CH:39]=[CH:38][C:37]([S:40](Cl)(=[O:42])=[O:41])=[CH:36][CH:35]=1, predict the reaction product. The product is: [F:2][C@H:3]1[C@H:7]([CH3:8])[N:6]([S:40]([C:37]2[CH:38]=[CH:39][C:34]([F:33])=[CH:35][CH:36]=2)(=[O:42])=[O:41])[C@H:5]([C:9]([NH:11][CH2:12][C:13]2[C:18]([C:19]([F:20])([F:21])[F:22])=[CH:17][N:16]=[C:15]([C:23]3[CH:28]=[N:27][C:26]([C:29]([F:32])([F:31])[F:30])=[N:25][CH:24]=3)[CH:14]=2)=[O:10])[CH2:4]1. (2) Given the reactants CO[C:3]([C:5]1[C:6]([OH:31])=[C:7]2[C:12](=[C:13]([C:15]#[N:16])[N:14]=1)[N:11]([CH2:17][C:18]1[CH:23]=[CH:22][CH:21]=[CH:20][CH:19]=1)[C:10](=[O:24])[C:9]([C:25]1[CH:30]=[CH:29][CH:28]=[CH:27][CH:26]=1)=[CH:8]2)=[O:4].[NH2:32][C@H:33]([C:41]([OH:43])=[O:42])[CH2:34][C:35]1[CH:40]=[CH:39][CH:38]=[CH:37][CH:36]=1.C[O-].[Na+], predict the reaction product. The product is: [CH2:17]([N:11]1[C:12]2[C:7](=[C:6]([OH:31])[C:5]([C:3]([NH:32][C@@H:33]([CH2:34][C:35]3[CH:40]=[CH:39][CH:38]=[CH:37][CH:36]=3)[C:41]([OH:43])=[O:42])=[O:4])=[N:14][C:13]=2[C:15]#[N:16])[CH:8]=[C:9]([C:25]2[CH:26]=[CH:27][CH:28]=[CH:29][CH:30]=2)[C:10]1=[O:24])[C:18]1[CH:19]=[CH:20][CH:21]=[CH:22][CH:23]=1. (3) Given the reactants [C:1]([O:5][C:6]([N:8]1[CH2:12][C@@H:11]([N:13]2[CH2:18][CH2:17][CH2:16]/[C:15](=[CH:19]\[C:20]3[CH:25]=[CH:24][C:23]([N:26]4[CH:30]=[C:29]([CH3:31])[N:28]=[CH:27]4)=[C:22]([O:32][CH3:33])[CH:21]=3)/[C:14]2=[O:34])[C@H:10]([OH:35])[CH2:9]1)=[O:7])([CH3:4])([CH3:3])[CH3:2].CC(OC(/N=N/C(OC(C)C)=O)=O)C.C1(P(C2C=CC=CC=2)C2C=CC=CC=2)C=CC=CC=1.O.C(=O)(O)[O-].[Na+], predict the reaction product. The product is: [C:1]([O:5][C:6]([N:8]1[CH2:12][C@H:11]([N:13]2[CH2:18][CH2:17][CH2:16]/[C:15](=[CH:19]\[C:20]3[CH:25]=[CH:24][C:23]([N:26]4[CH:30]=[C:29]([CH3:31])[N:28]=[CH:27]4)=[C:22]([O:32][CH3:33])[CH:21]=3)/[C:14]2=[O:34])[C@H:10]([OH:35])[CH2:9]1)=[O:7])([CH3:2])([CH3:4])[CH3:3].